The task is: Regression. Given a peptide amino acid sequence and an MHC pseudo amino acid sequence, predict their binding affinity value. This is MHC class I binding data.. This data is from Peptide-MHC class I binding affinity with 185,985 pairs from IEDB/IMGT. (1) The peptide sequence is PIQKETWDTW. The MHC is HLA-A26:01 with pseudo-sequence HLA-A26:01. The binding affinity (normalized) is 0. (2) The peptide sequence is NLKQLPFFYY. The MHC is HLA-A33:01 with pseudo-sequence HLA-A33:01. The binding affinity (normalized) is 0. (3) The peptide sequence is EEFLQCGRL. The MHC is HLA-B08:01 with pseudo-sequence HLA-B08:01. The binding affinity (normalized) is 0.0847. (4) The peptide sequence is KPKLARGEL. The MHC is HLA-B40:01 with pseudo-sequence HLA-B40:01. The binding affinity (normalized) is 0.348. (5) The peptide sequence is YLFQWNDNV. The MHC is HLA-A01:01 with pseudo-sequence HLA-A01:01. The binding affinity (normalized) is 0.0847. (6) The peptide sequence is VLSHNSYEK. The MHC is HLA-A11:01 with pseudo-sequence HLA-A11:01. The binding affinity (normalized) is 0.728. (7) The peptide sequence is DVRTLLGLI. The MHC is HLA-A02:02 with pseudo-sequence HLA-A02:02. The binding affinity (normalized) is 0. (8) The peptide sequence is LTVKHMANV. The MHC is HLA-A02:01 with pseudo-sequence HLA-A02:01. The binding affinity (normalized) is 0.770. (9) The peptide sequence is ILLMLVTPSM. The MHC is HLA-A02:01 with pseudo-sequence HLA-A02:01. The binding affinity (normalized) is 0.572.